Dataset: Catalyst prediction with 721,799 reactions and 888 catalyst types from USPTO. Task: Predict which catalyst facilitates the given reaction. (1) Reactant: [F:1][C:2]1[CH:3]=[CH:4][C:5]([O:10][CH:11]2[CH2:16][CH2:15][NH:14][CH2:13][CH2:12]2)=[C:6]([CH:9]=1)[C:7]#[N:8].Cl.[C:18]([O:22][C:23](=[O:34])[NH:24][C@H:25]1[CH2:30][CH2:29][C@H:28]([CH2:31][CH:32]=O)[CH2:27][CH2:26]1)([CH3:21])([CH3:20])[CH3:19].C(O[BH-](OC(=O)C)OC(=O)C)(=O)C.[Na+]. Product: [C:18]([O:22][C:23](=[O:34])[NH:24][C@H:25]1[CH2:26][CH2:27][C@H:28]([CH2:31][CH2:32][N:14]2[CH2:15][CH2:16][CH:11]([O:10][C:5]3[CH:4]=[CH:3][C:2]([F:1])=[CH:9][C:6]=3[C:7]#[N:8])[CH2:12][CH2:13]2)[CH2:29][CH2:30]1)([CH3:21])([CH3:20])[CH3:19]. The catalyst class is: 26. (2) Reactant: [I:1][C:2]1[CH:7]=[CH:6][C:5]([OH:8])=[CH:4][CH:3]=1.[F:9][C:10]1[CH:11]=[C:12]([CH:15]=[CH:16][CH:17]=1)[CH2:13]Br.C([O-])C.[Na+]. Product: [F:9][C:10]1[CH:11]=[C:12]([CH:15]=[CH:16][CH:17]=1)[CH2:13][O:8][C:5]1[CH:6]=[CH:7][C:2]([I:1])=[CH:3][CH:4]=1. The catalyst class is: 8. (3) Reactant: N[C:2]1[CH:7]=[C:6]([CH3:8])[N:5]=[C:4]([O:9][CH2:10][CH2:11][CH2:12][CH3:13])[C:3]=1[C:14]1[CH:28]=[C:27]([Br:29])[CH:26]=[CH:25][C:15]=1[C:16]([N:18](C(C)C)C(C)C)=[O:17].C[Si]([N-][Si](C)(C)C)(C)C.[Na+]. Product: [Br:29][C:27]1[CH:26]=[CH:25][C:15]2[C:16](=[O:17])[NH:18][C:2]3[C:3]([C:14]=2[CH:28]=1)=[C:4]([O:9][CH2:10][CH2:11][CH2:12][CH3:13])[N:5]=[C:6]([CH3:8])[CH:7]=3. The catalyst class is: 1. (4) The catalyst class is: 43. Reactant: [CH3:1][N:2]1[CH:6]=[C:5]([C:7]2[CH:8]=[C:9]([CH:22]=[C:23]([N+:25]([O-])=O)[CH:24]=2)[O:10][CH2:11][C@@H:12]([NH:14][C:15](=[O:21])[O:16][C:17]([CH3:20])([CH3:19])[CH3:18])[CH3:13])[CH:4]=[N:3]1.[H][H]. Product: [NH2:25][C:23]1[CH:22]=[C:9]([CH:8]=[C:7]([C:5]2[CH:4]=[N:3][N:2]([CH3:1])[CH:6]=2)[CH:24]=1)[O:10][CH2:11][C@@H:12]([NH:14][C:15](=[O:21])[O:16][C:17]([CH3:20])([CH3:18])[CH3:19])[CH3:13]. (5) Product: [ClH:1].[O:27]1[C:28]2[CH:33]=[CH:32][CH:31]=[CH:30][C:29]=2[C:25]([CH:23]2[CH2:22][NH:21][CH2:24]2)=[CH:26]1. Reactant: [Cl:1]C(OC(Cl)C)=O.C([N:21]1[CH2:24][CH:23]([C:25]2[C:29]3[CH:30]=[CH:31][CH:32]=[CH:33][C:28]=3[O:27][CH:26]=2)[CH2:22]1)(C1C=CC=CC=1)C1C=CC=CC=1.C(O)C. The catalyst class is: 4. (6) Reactant: [NH2:1][C:2]1[N:10]=[C:9]([O:11][CH2:12][CH2:13][CH2:14][CH3:15])[N:8]=[C:7]2[C:3]=1[N:4]=[C:5]([O:27]C)[N:6]2[CH2:16][CH2:17][NH:18][CH2:19][C:20]([O:22][C:23](C)(C)C)=[O:21].C[Si](Cl)(C)C. Product: [NH2:1][C:2]1[N:10]=[C:9]([O:11][CH2:12][CH2:13][CH2:14][CH3:15])[N:8]=[C:7]2[C:3]=1[NH:4][C:5](=[O:27])[N:6]2[CH2:16][CH2:17][NH:18][CH2:19][C:20]([O:22][CH3:23])=[O:21]. The catalyst class is: 5.